From a dataset of Experimentally validated miRNA-target interactions with 360,000+ pairs, plus equal number of negative samples. Binary Classification. Given a miRNA mature sequence and a target amino acid sequence, predict their likelihood of interaction. (1) The miRNA is hsa-miR-3121-5p with sequence UCCUUUGCCUAUUCUAUUUAAG. The protein sequence of the target gene is MSYVFVNDSSQTNVPLLQACIDGDFTYSKRLLESGFDPNIRDSRGRTGLHLAAARGNVDICQLLHKFGADPLATDYQGNTALHLCGHVDTIQFLVSNGLKIDICNHQGATPLVLAKRRGVNKDVIRLLESLEEQEVKGFNRGAHSKLETMQTAESESAMESHSLLNPNLQQGEGVLSSFRTTWQEFVEDLGFWRVLLLILVIALLSLGIAYYVSGVLPFVDNQPELVH. Result: 0 (no interaction). (2) The miRNA is bta-miR-10a with sequence UACCCUGUAGAUCCGAAUUUGUG. The protein sequence of the target gene is MPLLVEGRRVRLPQSAGDLVRAHPPLEERARLLRGQSVQQVGPQGLLYVQQRELAVTSPKDGSISILGSDDATTCHIVVLRHTGNGATCLTHCDGTDTKAEVPLIMNSIKSFSDHAQCGRLEVHLVGGFSDDRQLSQKLTHQLLSEFDRQEDDIHLVTLCVTELNDREENENHFPVIYGIAVNIKTAEIYRASFQDRGPEEQLRAARTLAGGPMISIYDAETEQLRIGPYSWTPFPHVDFWLHQDDKQILENLSTSPLAEPPHFVEHIRSTLMFLKKHPSPAHTLFSGNKALLYKKNEDG.... Result: 0 (no interaction). (3) The miRNA is hsa-miR-548y with sequence AAAAGUAAUCACUGUUUUUGCC. The protein sequence of the target gene is MASQQDSGFFEISIKYLLKSWSNTSPVGNGYIKPPVPPASGTHREKGPPTMLPINVDPDSKPGEYVLKSLFVNFTTQAERKIRIIMAEPLEKPLTKSLQRGEDPQFDQVISSMSSLSEYCLPSILRTLFDWYKRQNGIEDESHEYRPRTSNKSKSDEQQRDYLMERRDLAIDFIFSLVLIEVLKQIPLHPVIDSLIHDVINLAFKHFKYKEGYLGPNTGNMHIVADLYAEVIGVLAQAKFPAVKKKFMAELKELRHKEQNPYVVQSIISLIMGMKFFRIKMYPVEDFEASLQFMQECAHY.... Result: 1 (interaction). (4) The miRNA is hsa-miR-1273c with sequence GGCGACAAAACGAGACCCUGUC. The protein sequence of the target gene is MSYQQQQCKQPCQPPPVCPTPKCPEPCPPPKCPEPYLPPPCPPEHCPPPPCQDKCPPVQPYPPCQQKYPPKSK. Result: 0 (no interaction). (5) The miRNA is mmu-miR-3473c with sequence UCUCUCCAGCCCCCAUAAUAAG. The protein sequence of the target gene is MSERAADDVRGEPRRAAGGAAAARQQQQQPQPLQPQRQHPPLRRPRAEDGGTGDTTTSAAAMATVGERRPLPSPEAMLGQSWNLWVEASKLPGKDGTELDESFKEFGKNREVMGLCREDMPIFGLCPAHDDFYLVVCNDCNQVVKPQAFQSHYERRHSSSSKPALAVPHTSVFSLLPSLSKSKGSGAGGSSRPPSGGVLCASSSSKLLRLPKEKLPLRGNMKPMHPVQQIKVPHGRVMTPSVKVEKMHPKMDGTLLKSTVGPACPATMSSAVKPGLNCPSIPKPTLPSPGQILNGKGLPA.... Result: 1 (interaction). (6) The miRNA is mmu-miR-224-5p with sequence UAAGUCACUAGUGGUUCCGUU. The protein sequence of the target gene is MTPLLTLILVVLMGLPLAQALDCHVCAYNGDNCFNPMRCPAMVAYCMTTRTYYTPTRMKVSKSCVPRCFETVYDGYSKHASTTSCCQYDLCNGTGLATPATLALAPILLATLWGLL. Result: 0 (no interaction).